Predict the reactants needed to synthesize the given product. From a dataset of Full USPTO retrosynthesis dataset with 1.9M reactions from patents (1976-2016). (1) Given the product [O:3]=[C:1]([N:9]1[CH2:8][CH2:7][CH:15]([O:17][C:18]2[CH:13]=[CH:14][CH:5]=[CH:6][CH:19]=2)[CH2:16][CH2:10]1)[CH2:2][NH:4][C:5]1[CH:14]=[CH:13][C:8]2[NH:9][C:10](=[O:12])[O:11][C:7]=2[CH:6]=1, predict the reactants needed to synthesize it. The reactants are: [CH:1](=[O:3])[CH3:2].[NH2:4][C:5]1[CH:14]=[CH:13][C:8]2[NH:9][C:10](=[O:12])[O:11][C:7]=2[CH:6]=1.[CH2:15]([O:17][CH2:18][CH3:19])[CH3:16]. (2) The reactants are: [O:1]1[CH:5]=[CH:4][CH:3]=[C:2]1[C:6]1[O:7][C:8]([CH3:45])=[C:9]([CH2:11][O:12][C:13]2[CH:42]=[CH:41][C:16]([C:17]([NH:19][C:20]3[C:24](/[CH:25]=[CH:26]/[P:27](=[O:34])([O:31][CH2:32][CH3:33])[O:28][CH2:29][CH3:30])=[CH:23][N:22]([C:35]4[CH:40]=[CH:39][CH:38]=[CH:37][CH:36]=4)[N:21]=3)=[O:18])=[CH:15][C:14]=2[O:43][CH3:44])[N:10]=1.[H-].[Na+].[CH3:48]N(C)C=O.CI. Given the product [O:1]1[CH:5]=[CH:4][CH:3]=[C:2]1[C:6]1[O:7][C:8]([CH3:45])=[C:9]([CH2:11][O:12][C:13]2[CH:42]=[CH:41][C:16]([C:17]([N:19]([CH3:48])[C:20]3[C:24](/[CH:25]=[CH:26]/[P:27](=[O:34])([O:28][CH2:29][CH3:30])[O:31][CH2:32][CH3:33])=[CH:23][N:22]([C:35]4[CH:36]=[CH:37][CH:38]=[CH:39][CH:40]=4)[N:21]=3)=[O:18])=[CH:15][C:14]=2[O:43][CH3:44])[N:10]=1, predict the reactants needed to synthesize it.